Dataset: Experimentally validated miRNA-target interactions with 360,000+ pairs, plus equal number of negative samples. Task: Binary Classification. Given a miRNA mature sequence and a target amino acid sequence, predict their likelihood of interaction. (1) The miRNA is mmu-miR-3060-3p with sequence CCAUAGCACAGAAGCACUCCCA. The protein sequence of the target gene is MQRELVGYPLSPAVRGKLVAAGFQTAEDVLEVKPSELSKEVGISKEEALETLQILRRECLTNKPRCAGTSVANEKCTALELLEQEHTQGFIITFCSALDNILGGGIPLMKTTEVCGVPGVGKTQLCMQLAVDVQIPECFGGVAGEAVFIDTEGSFMVDRVVSLATACIQHLHLIAGTHTEEEHQKALKDFTLENILSHIYYFRCHDYTELLAQVYLLPDFLSDHPKVQLVIIDGIAFPFRHDLEDLSLRTRLLNGLAQQMISLANNHRLAVILTNQMTTKIDKNQALLVPALGESWGHAA.... Result: 0 (no interaction). (2) The protein sequence of the target gene is MFQAAGAAQATPSHDAKGGGSSTVQRSKSFSLRAQVKETCAACQKTVYPMERLVADKLIFHNSCFCCKHCHTKLSLGSYAALHGEFYCKPHFQQLFKSKGNYDEGFGRKQHKELWAHKEVDPGTKTA. The miRNA is hsa-miR-6731-5p with sequence UGGGAGAGCAGGGUAUUGUGGA. Result: 0 (no interaction).